Predict the reactants needed to synthesize the given product. From a dataset of Full USPTO retrosynthesis dataset with 1.9M reactions from patents (1976-2016). (1) Given the product [C:32]1([CH:7]([C:1]2[CH:2]=[CH:3][CH:4]=[CH:5][CH:6]=2)[N:8]2[C:16]3[CH:15]=[C:14]4[O:17][CH2:18][CH2:19][O:20][C:13]4=[CH:12][C:11]=3[C:10]3([CH2:38][O:30][C:22]4[CH:23]=[C:24]5[C:25](=[CH:29][C:21]3=4)[CH2:26][CH2:27][O:28]5)[C:9]2=[O:31])[CH:37]=[CH:36][CH:35]=[CH:34][CH:33]=1, predict the reactants needed to synthesize it. The reactants are: [C:1]1([CH:7]([C:32]2[CH:37]=[CH:36][CH:35]=[CH:34][CH:33]=2)[N:8]2[C:16]3[CH:15]=[C:14]4[O:17][CH2:18][CH2:19][O:20][C:13]4=[CH:12][C:11]=3[CH:10]([C:21]3[C:22]([OH:30])=[CH:23][C:24]4[O:28][CH2:27][CH2:26][C:25]=4[CH:29]=3)[C:9]2=[O:31])[CH:6]=[CH:5][CH:4]=[CH:3][CH:2]=1.[C:38]1(C(C2C=CC=CC=2)N2C3C(=CC=CC=3)C(C3C=C(C)C(OC)=CC=3O)C2=O)C=CC=CC=1. (2) Given the product [CH3:33][N:2]([CH3:1])[CH2:3][CH2:4][C:5]1[N:10]=[CH:9][C:8]([C:11]2[CH:12]=[CH:13][C:14]([S:17]([NH:20][C:21]3[C:30]([F:31])=[CH:29][C:24]([C:25]([OH:27])=[O:26])=[C:23]([F:32])[CH:22]=3)(=[O:19])=[O:18])=[CH:15][CH:16]=2)=[CH:7][N:6]=1, predict the reactants needed to synthesize it. The reactants are: [CH3:1][N:2]([CH3:33])[CH2:3][CH2:4][C:5]1[N:10]=[CH:9][C:8]([C:11]2[CH:16]=[CH:15][C:14]([S:17]([NH:20][C:21]3[C:30]([F:31])=[CH:29][C:24]([C:25]([O:27]C)=[O:26])=[C:23]([F:32])[CH:22]=3)(=[O:19])=[O:18])=[CH:13][CH:12]=2)=[CH:7][N:6]=1.[OH-].[Li+].Cl. (3) Given the product [NH2:16][C:14]1[CH:13]=[CH:12][C:4]([CH2:5][P:6]([CH3:11])(=[O:10])[O:7][CH2:8][CH3:9])=[C:3]([O:2][CH3:1])[CH:15]=1, predict the reactants needed to synthesize it. The reactants are: [CH3:1][O:2][C:3]1[CH:15]=[C:14]([N+:16]([O-])=O)[CH:13]=[CH:12][C:4]=1[CH2:5][P:6]([CH3:11])(=[O:10])[O:7][CH2:8][CH3:9].O.